This data is from Reaction yield outcomes from USPTO patents with 853,638 reactions. The task is: Predict the reaction yield, written as a fraction of the theoretical maximum amount of product (1.0 means a 100% yield; for example, 0.34 means a 34% yield). (1) The reactants are [CH3:1][C:2]1[CH:3]=[CH:4][C:5]([C:10]([F:13])([F:12])[F:11])=[C:6]([CH:9]=1)[C:7]#[N:8].[Br:14]N1C(=O)CCC1=O.N(C(C)(C)C#N)=NC(C)(C)C#N. The catalyst is ClCCCl. The product is [Br:14][CH2:1][C:2]1[CH:3]=[CH:4][C:5]([C:10]([F:11])([F:12])[F:13])=[C:6]([CH:9]=1)[C:7]#[N:8]. The yield is 0.490. (2) The reactants are Br[C:2]1[CH:3]=[C:4]2[C:9](=[CH:10][CH:11]=1)[N:8]=[CH:7][CH:6]=[N:5]2.[Cl-].[Li+].[CH2:14](C([Sn])=C(CCCC)CCCC)[CH2:15]CC. The catalyst is C1(C)C=CC=CC=1. The product is [CH:14]([C:2]1[CH:3]=[C:4]2[C:9](=[CH:10][CH:11]=1)[N:8]=[CH:7][CH:6]=[N:5]2)=[CH2:15]. The yield is 0.870. (3) The reactants are [C:1]([O:5][C:6]([N:8]1[C:17]2[C:12](=[CH:13][C:14]([OH:18])=[CH:15][CH:16]=2)[CH2:11][CH2:10][CH2:9]1)=[O:7])([CH3:4])([CH3:3])[CH3:2].CC(C)=O.[Br:23][CH2:24][CH2:25][CH2:26][CH2:27]Br. No catalyst specified. The product is [C:1]([O:5][C:6]([N:8]1[C:17]2[C:12](=[CH:13][C:14]([O:18][CH2:27][CH2:26][CH2:25][CH2:24][Br:23])=[CH:15][CH:16]=2)[CH2:11][CH2:10][CH2:9]1)=[O:7])([CH3:4])([CH3:2])[CH3:3]. The yield is 0.630. (4) The reactants are [CH:1]1([O:6][C:7](=[O:26])[C@@H:8]([NH2:25])[CH2:9][CH2:10][O:11][C:12]2[CH:21]=[C:20]3[C:15]([C:16]([Cl:22])=[CH:17][CH:18]=[N:19]3)=[CH:14][C:13]=2[O:23][CH3:24])[CH2:5][CH2:4][CH2:3][CH2:2]1.C([O-])([O-])=O.[K+].[K+].[CH2:33](Br)[C:34]1[CH:39]=[CH:38][CH:37]=[CH:36][CH:35]=1. The catalyst is CN(C=O)C. The product is [CH:1]1([O:6][C:7](=[O:26])[C@@H:8]([NH:25][CH2:33][C:34]2[CH:39]=[CH:38][CH:37]=[CH:36][CH:35]=2)[CH2:9][CH2:10][O:11][C:12]2[CH:21]=[C:20]3[C:15]([C:16]([Cl:22])=[CH:17][CH:18]=[N:19]3)=[CH:14][C:13]=2[O:23][CH3:24])[CH2:5][CH2:4][CH2:3][CH2:2]1. The yield is 0.410. (5) The reactants are [Se](=O)=[O:2].[CH3:4][C:5]1[CH:14]=[CH:13][C:12]2[C:7](=[CH:8][CH:9]=[C:10]([N+:15]([O-:17])=[O:16])[CH:11]=2)[N:6]=1. The catalyst is O1CCOCC1.O. The product is [N+:15]([C:10]1[CH:11]=[C:12]2[C:7](=[CH:8][CH:9]=1)[N:6]=[C:5]([CH:4]=[O:2])[CH:14]=[CH:13]2)([O-:17])=[O:16]. The yield is 0.890.